This data is from Forward reaction prediction with 1.9M reactions from USPTO patents (1976-2016). The task is: Predict the product of the given reaction. (1) Given the reactants F[C:2]1[CH:7]=[C:6]([C:8]2[C:16]([C:17]3[CH:22]=[CH:21][N:20]=[C:19]([NH:23][CH:24]([CH3:26])[CH3:25])[N:18]=3)=[C:11]3[CH:12]=[CH:13][CH:14]=[CH:15][N:10]3[N:9]=2)[CH:5]=[CH:4][N:3]=1, predict the reaction product. The product is: [CH:24]([NH:23][C:19]1[N:18]=[C:17]([C:16]2[C:8]([C:6]3[CH:5]=[CH:4][N:3]=[C:2]([NH:9][CH:8]([CH3:16])[CH3:6])[CH:7]=3)=[N:9][N:10]3[CH:15]=[CH:14][CH:13]=[CH:12][C:11]=23)[CH:22]=[CH:21][N:20]=1)([CH3:26])[CH3:25]. (2) The product is: [Cl:17][C:14]1[CH:15]=[CH:44][C:39]([NH:38][C:9](=[O:11])[C:8]2[CH:7]=[CH:6][C:5]([S:2]([CH3:1])(=[O:3])=[O:4])=[CH:13][CH:12]=2)=[CH:40][C:41]=1[C:42]1[CH:43]=[N:35][C:31]2[C:32](=[CH:36][CH:28]=[CH:29][CH:30]=2)[N:33]=1. Given the reactants [CH3:1][S:2]([C:5]1[CH:13]=[CH:12][C:8]([C:9]([OH:11])=O)=[CH:7][CH:6]=1)(=[O:4])=[O:3].[CH2:14]([Cl:17])[CH2:15]Cl.CCN(C(C)C)C(C)C.Cl[C:28]1[CH:29]=[C:30](O)[C:31]2[N:35]=N[NH:33][C:32]=2[CH:36]=1.[NH2:38][C:39]1[CH:44]=[CH:43][CH:42]=[CH:41][CH:40]=1, predict the reaction product. (3) Given the reactants [CH3:1][O:2][C:3]1[CH:8]=[CH:7][C:6]([NH2:9])=[CH:5][C:4]=1[O:10][CH2:11][CH2:12][C:13]1[CH:22]=[CH:21][C:20]2[C:15](=[CH:16][CH:17]=[CH:18][CH:19]=2)C=1.[C:23]1(CC(Cl)=O)[C:32]2[C:27](=[CH:28][CH:29]=[CH:30][CH:31]=2)[CH:26]=[CH:25][CH:24]=1.C(N(CC)CC)C.[CH3:44][C:45](N(C)C)=[O:46], predict the reaction product. The product is: [CH3:1][O:2][C:3]1[CH:8]=[CH:7][C:6]([NH:9][C:45](=[O:46])[CH2:44][C:25]2[CH:24]=[CH:23][C:32]3[C:27](=[CH:28][CH:29]=[CH:30][CH:31]=3)[CH:26]=2)=[CH:5][C:4]=1[O:10][CH2:11][C:12]1[C:19]2[C:20](=[CH:15][CH:16]=[CH:17][CH:18]=2)[CH:21]=[CH:22][CH:13]=1. (4) Given the reactants [C:1]([O:5][C:6]([N:8]1[CH2:13][CH2:12][CH:11]([O:14][C:15]2[CH:20]=[CH:19][C:18]([NH:21][CH2:22]/[CH:23]=[CH:24]/[C:25]3[CH:26]=[C:27]([CH:30]=[CH:31][CH:32]=3)[C:28]#[N:29])=[CH:17][CH:16]=2)[CH2:10][CH2:9]1)=[O:7])([CH3:4])([CH3:3])[CH3:2].C=O.[C:35](O)(=O)C.C([BH3-])#N.[Na+], predict the reaction product. The product is: [C:1]([O:5][C:6]([N:8]1[CH2:13][CH2:12][CH:11]([O:14][C:15]2[CH:20]=[CH:19][C:18]([N:21]([CH2:22]/[CH:23]=[CH:24]/[C:25]3[CH:26]=[C:27]([CH:30]=[CH:31][CH:32]=3)[C:28]#[N:29])[CH3:35])=[CH:17][CH:16]=2)[CH2:10][CH2:9]1)=[O:7])([CH3:4])([CH3:2])[CH3:3]. (5) Given the reactants COC1C=C(C(C2C=CC(OC)=C(OC)C=2)=CC(OC)=O)C=CC=1OC.[CH3:27][O:28][C:29]1[CH:30]=[C:31]([CH:41]=[CH:42][C:43]=1[O:44][CH3:45])[C:32]([C:34]1[CH:39]=[CH:38][C:37]([CH3:40])=[CH:36][CH:35]=1)=O.C(OP([CH2:54][C:55]#[N:56])(=O)OCC)C.C[Si](C)(C)[N-][Si](C)(C)C.[Li+], predict the reaction product. The product is: [CH3:27][O:28][C:29]1[CH:30]=[C:31]([C:32]([C:34]2[CH:39]=[CH:38][C:37]([CH3:40])=[CH:36][CH:35]=2)=[CH:54][C:55]#[N:56])[CH:41]=[CH:42][C:43]=1[O:44][CH3:45]. (6) Given the reactants [CH3:1][CH:2]([CH3:22])[CH2:3][CH:4]([C:16]1[CH:21]=[CH:20][CH:19]=[CH:18][CH:17]=1)[CH2:5][NH:6][C:7]([C:9]1[CH:14]=[CH:13][CH:12]=[C:11]([NH2:15])[N:10]=1)=[O:8].[CH2:23]([O:25][C:26](=[O:32])[CH2:27][C:28](=O)[CH2:29]Cl)[CH3:24], predict the reaction product. The product is: [CH2:23]([O:25][C:26](=[O:32])[CH2:27][C:28]1[N:15]=[C:11]2[CH:12]=[CH:13][CH:14]=[C:9]([C:7](=[O:8])[NH:6][CH2:5][CH:4]([C:16]3[CH:17]=[CH:18][CH:19]=[CH:20][CH:21]=3)[CH2:3][CH:2]([CH3:22])[CH3:1])[N:10]2[CH:29]=1)[CH3:24]. (7) Given the reactants CO[CH2:3][N:4]([CH2:10][C:11]1[CH:16]=[CH:15][CH:14]=[CH:13][CH:12]=1)[CH2:5][Si](C)(C)C.[Cl:17][C:18]1[CH:23]=[CH:22][C:21](/[CH:24]=[CH:25]/[N+:26]([O-:28])=[O:27])=[CH:20][C:19]=1[F:29].FC(F)(F)C(O)=O, predict the reaction product. The product is: [CH2:10]([N:4]1[CH2:5][CH:25]([N+:26]([O-:28])=[O:27])[CH:24]([C:21]2[CH:22]=[CH:23][C:18]([Cl:17])=[C:19]([F:29])[CH:20]=2)[CH2:3]1)[C:11]1[CH:16]=[CH:15][CH:14]=[CH:13][CH:12]=1.